Dataset: Reaction yield outcomes from USPTO patents with 853,638 reactions. Task: Predict the reaction yield, written as a fraction of the theoretical maximum amount of product (1.0 means a 100% yield; for example, 0.34 means a 34% yield). (1) The reactants are Br[C:2]1[CH:3]=[N:4][CH:5]=[CH:6][CH:7]=1.[CH3:8][CH:9]([OH:13])[CH2:10][CH:11]=[CH2:12].C(N(CC)CC)C.C(#N)C. The catalyst is O.C([O-])(=O)C.[Pd+2].C([O-])(=O)C.C1(C)C=CC=CC=1P(C1C=CC=CC=1C)C1C=CC=CC=1C. The product is [N:4]1[CH:5]=[CH:6][CH:7]=[C:2](/[CH:12]=[CH:11]/[CH2:10][CH:9]([OH:13])[CH3:8])[CH:3]=1. The yield is 0.810. (2) The reactants are [F:1][C:2]1[CH:7]=[CH:6][C:5]([C:8]2[C:16]3[C:11](=[CH:12][CH:13]=[C:14]([N+:17]([O-])=O)[CH:15]=3)[N:10](COCCOC)[N:9]=2)=[CH:4][CH:3]=1.[CH:26](=O)[CH3:27]. The product is [CH2:26]([NH:17][C:14]1[CH:15]=[C:16]2[C:11](=[CH:12][CH:13]=1)[NH:10][N:9]=[C:8]2[C:5]1[CH:4]=[CH:3][C:2]([F:1])=[CH:7][CH:6]=1)[CH3:27]. The catalyst is C(O)C.[Pd].[C]. The yield is 0.110. (3) The reactants are Cl.[CH:2]([C:5]1[NH:6][C:7]([C:10]([OH:12])=[O:11])=[CH:8][N:9]=1)([CH3:4])[CH3:3].[CH3:13]O. No catalyst specified. The product is [CH:2]([C:5]1[NH:6][C:7]([C:10]([O:12][CH3:13])=[O:11])=[CH:8][N:9]=1)([CH3:4])[CH3:3]. The yield is 0.460. (4) The reactants are ClC1C=CC(C)=CC=1.[Li].[Cl:10][C:11]1[CH:12]=[C:13]([C:17]([F:20])([F:19])[F:18])[CH:14]=[CH:15][CH:16]=1.[CH:21](OC)=[O:22].Cl. The catalyst is C1COCC1.O. The product is [F:20][C:17]([F:18])([F:19])[C:13]1[CH:14]=[CH:15][CH:16]=[C:11]([Cl:10])[C:12]=1[CH:21]=[O:22]. The yield is 0.940.